This data is from Reaction yield outcomes from USPTO patents with 853,638 reactions. The task is: Predict the reaction yield, written as a fraction of the theoretical maximum amount of product (1.0 means a 100% yield; for example, 0.34 means a 34% yield). (1) The reactants are [OH:1][C:2]1[CH:7]=[C:6]([OH:8])[C:5]([CH:9]([CH3:11])[CH3:10])=[CH:4][C:3]=1[C:12]([N:14]1[CH2:22][C:21]2[C:16](=[CH:17][CH:18]=[C:19]([CH2:23][N:24]3[CH2:29][CH2:28][N:27]([CH3:30])[CH2:26][CH2:25]3)[CH:20]=2)[CH2:15]1)=[O:13].[C:31]([OH:36])(=[O:35])[C@H:32]([CH3:34])[OH:33]. The catalyst is C(O)C. The product is [C:31]([OH:36])(=[O:35])[C@H:32]([CH3:34])[OH:33].[OH:1][C:2]1[CH:7]=[C:6]([OH:8])[C:5]([CH:9]([CH3:10])[CH3:11])=[CH:4][C:3]=1[C:12]([N:14]1[CH2:22][C:21]2[C:16](=[CH:17][CH:18]=[C:19]([CH2:23][N:24]3[CH2:29][CH2:28][N:27]([CH3:30])[CH2:26][CH2:25]3)[CH:20]=2)[CH2:15]1)=[O:13]. The yield is 0.740. (2) The reactants are [CH3:1][O:2][C:3]1[CH:4]=[C:5]([NH:9][C:10](=[NH:20])[CH2:11][C:12](=[O:19])[C:13]2[CH:18]=[CH:17][CH:16]=[CH:15][CH:14]=2)[CH:6]=[CH:7][CH:8]=1.[C:21](OC)(=[O:24])[C:22]#[CH:23]. The catalyst is CO. The product is [NH2:20][C:10]1[N:9]([C:5]2[CH:6]=[CH:7][CH:8]=[C:3]([O:2][CH3:1])[CH:4]=2)[C:21](=[O:24])[CH:22]=[CH:23][C:11]=1[C:12](=[O:19])[C:13]1[CH:14]=[CH:15][CH:16]=[CH:17][CH:18]=1. The yield is 0.190. (3) The reactants are CCCC[N+](CCCC)(CCCC)CCCC.[F-].[CH3:19][N:20]1[C:24]2[CH:25]=[CH:26][CH:27]=[CH:28][C:23]=2[N:22]=[C:21]1[CH2:29][CH2:30][C:31]#[C:32][Si](C)(C)C.O. The catalyst is C1COCC1. The product is [CH2:29]([C:21]1[N:20]([CH3:19])[C:24]2[CH:25]=[CH:26][CH:27]=[CH:28][C:23]=2[N:22]=1)[CH2:30][C:31]#[CH:32]. The yield is 0.700. (4) The reactants are Cl.[CH3:2][N:3]1[CH:12]=[C:11]([C:13]2[CH:18]=[CH:17][CH:16]=[C:15]([NH:19][CH3:20])[CH:14]=2)[C:10]2[C:5](=[CH:6][CH:7]=[CH:8][CH:9]=2)[C:4]1=[O:21].N(C(C)C)(C(C)C)CC.[CH3:31][S:32](Cl)(=[O:34])=[O:33].O. The catalyst is C(Cl)Cl.N1C=CC=CC=1.C(OCC)(=O)C. The product is [CH3:20][N:19]([C:15]1[CH:16]=[CH:17][CH:18]=[C:13]([C:11]2[C:10]3[C:5](=[CH:6][CH:7]=[CH:8][CH:9]=3)[C:4](=[O:21])[N:3]([CH3:2])[CH:12]=2)[CH:14]=1)[S:32]([CH3:31])(=[O:34])=[O:33]. The yield is 0.540. (5) The reactants are [C:1]1(=[O:7])[CH2:6][CH2:5][CH2:4][CH2:3][CH2:2]1.[CH2:8](O)[CH2:9][CH2:10][OH:11].C(OCC)(OCC)OCC.[OH-].[Na+]. The catalyst is ClCCl.[Cl-].[Zr+4].[Cl-].[Cl-].[Cl-]. The product is [CH2:10]1[O:11][C:1]2([CH2:6][CH2:5][CH2:4][CH2:3][CH2:2]2)[O:7][CH2:8][CH2:9]1. The yield is 0.550.